From a dataset of Full USPTO retrosynthesis dataset with 1.9M reactions from patents (1976-2016). Predict the reactants needed to synthesize the given product. The reactants are: [Li].[CH3:2][C@H:3]1[CH2:7][CH2:6][C@H:5]([CH3:8])[P:4]1C1C=CC=CC=1.Cl[Si:16]([CH3:19])([CH3:18])[CH3:17]. Given the product [CH3:2][C@@H:3]1[CH2:7][CH2:6][C@@H:5]([CH3:8])[P:4]1[Si:16]([CH3:19])([CH3:18])[CH3:17], predict the reactants needed to synthesize it.